From a dataset of Reaction yield outcomes from USPTO patents with 853,638 reactions. Predict the reaction yield, written as a fraction of the theoretical maximum amount of product (1.0 means a 100% yield; for example, 0.34 means a 34% yield). (1) The reactants are [NH2:1][C:2]1[C:9]([F:10])=[CH:8][C:5]([C:6]#[N:7])=[C:4]([F:11])[CH:3]=1.CO.[O:14](C(OC(C)(C)C)=O)[C:15]([O:17][C:18]([CH3:21])([CH3:20])[CH3:19])=O. The catalyst is O1CCCC1. The product is [C:18]([O:17][C:15](=[O:14])[NH:7][CH2:6][C:5]1[CH:8]=[C:9]([F:10])[C:2]([NH2:1])=[CH:3][C:4]=1[F:11])([CH3:21])([CH3:20])[CH3:19]. The yield is 0.512. (2) The reactants are [NH2:1][CH2:2][C:3]1[CH:11]=[CH:10][C:6]([C:7]([OH:9])=[O:8])=[CH:5][CH:4]=1.S(Cl)([Cl:14])=O.[CH3:16]O. No catalyst specified. The product is [ClH:14].[NH2:1][CH2:2][C:3]1[CH:4]=[CH:5][C:6]([C:7]([O:9][CH3:16])=[O:8])=[CH:10][CH:11]=1. The yield is 0.990. (3) The reactants are [Cl:1][C:2]1[S:6][C:5]([C:7]2[N:11]([C:12]3[CH:17]=[CH:16][C:15]([Cl:18])=[CH:14][C:13]=3[Cl:19])[N:10]=[C:9]([C:20](Cl)=[O:21])[C:8]=2[CH3:23])=[CH:4][CH:3]=1.[Cl:24][C:25]1[CH:33]=[CH:32][C:28]([C:29]([NH2:31])=[O:30])=[CH:27][CH:26]=1.C[Si]([N-][Si](C)(C)C)(C)C.[Li+]. No catalyst specified. The product is [Cl:24][C:25]1[CH:33]=[CH:32][C:28]([C:29]([NH:31][C:20]([C:9]2[C:8]([CH3:23])=[C:7]([C:5]3[S:6][C:2]([Cl:1])=[CH:3][CH:4]=3)[N:11]([C:12]3[CH:17]=[CH:16][C:15]([Cl:18])=[CH:14][C:13]=3[Cl:19])[N:10]=2)=[O:21])=[O:30])=[CH:27][CH:26]=1. The yield is 0.990.